Dataset: Forward reaction prediction with 1.9M reactions from USPTO patents (1976-2016). Task: Predict the product of the given reaction. Given the reactants [CH3:1][C:2]1[C:7]([O:8][CH2:9][CH2:10][O:11][C:12]2[CH:13]=[C:14]3[C:18](=[CH:19][CH:20]=2)[C@H:17]([CH2:21][C:22]([O:24]CC)=[O:23])[CH2:16][CH2:15]3)=[CH:6][CH:5]=[C:4]([CH3:27])[N:3]=1.O.[Li+].[OH-].Cl, predict the reaction product. The product is: [CH3:1][C:2]1[C:7]([O:8][CH2:9][CH2:10][O:11][C:12]2[CH:13]=[C:14]3[C:18](=[CH:19][CH:20]=2)[C@H:17]([CH2:21][C:22]([OH:24])=[O:23])[CH2:16][CH2:15]3)=[CH:6][CH:5]=[C:4]([CH3:27])[N:3]=1.